This data is from Forward reaction prediction with 1.9M reactions from USPTO patents (1976-2016). The task is: Predict the product of the given reaction. (1) Given the reactants Cl.Cl.[NH:3]1[CH2:7][CH2:6][CH2:5][CH:4]1[CH2:8][NH:9][C:10]([NH:12][C:13]1[N:14]=[C:15]2[CH:21]=[CH:20][N:19]([CH2:22][O:23][CH2:24][CH2:25][Si:26]([CH3:29])([CH3:28])[CH3:27])[C:16]2=[N:17][CH:18]=1)=[O:11].[CH3:30][CH:31]([CH3:37])[CH2:32][S:33](Cl)(=[O:35])=[O:34], predict the reaction product. The product is: [CH3:30][CH:31]([CH3:37])[CH2:32][S:33]([N:3]1[CH2:7][CH2:6][CH2:5][CH:4]1[CH2:8][NH:9][C:10]([NH:12][C:13]1[N:14]=[C:15]2[CH:21]=[CH:20][N:19]([CH2:22][O:23][CH2:24][CH2:25][Si:26]([CH3:29])([CH3:28])[CH3:27])[C:16]2=[N:17][CH:18]=1)=[O:11])(=[O:35])=[O:34]. (2) Given the reactants [CH2:1]([O:3][C:4](=[O:16])[C:5]1[CH:13]=[C:12]([CH2:14][OH:15])[CH:11]=[C:7]([C:8]([OH:10])=O)[CH:6]=1)[CH3:2].[CH3:17][NH:18][CH2:19][CH2:20][CH3:21].Cl.CN(C)CCCN=C=NCC, predict the reaction product. The product is: [CH2:1]([O:3][C:4](=[O:16])[C:5]1[CH:13]=[C:12]([CH2:14][OH:15])[CH:11]=[C:7]([C:8]([N:18]([CH3:17])[CH2:19][CH2:20][CH3:21])=[O:10])[CH:6]=1)[CH3:2]. (3) Given the reactants [NH2:1][CH:2]([C:6]1[CH:11]=[CH:10][CH:9]=[C:8]([Br:12])[CH:7]=1)[C:3]([OH:5])=[O:4].Cl.[CH3:14]O, predict the reaction product. The product is: [NH2:1][CH:2]([C:6]1[CH:11]=[CH:10][CH:9]=[C:8]([Br:12])[CH:7]=1)[C:3]([O:5][CH3:14])=[O:4]. (4) Given the reactants [NH2:1][C:2]1[CH:7]=[C:6]([C:8]([F:11])([F:10])[F:9])[CH:5]=[CH:4][C:3]=1[OH:12].O.C(=O)([O-])O.[Na+].[Cl:19][CH2:20][C:21](Cl)=[O:22], predict the reaction product. The product is: [Cl:19][CH2:20][C:21]([NH:1][C:2]1[CH:7]=[C:6]([C:8]([F:9])([F:10])[F:11])[CH:5]=[CH:4][C:3]=1[OH:12])=[O:22]. (5) The product is: [Br:8][C:6]1[CH:5]=[CH:4][N:3]=[C:2]([NH:1][C:12](=[O:11])[CH2:13][C:14](=[O:16])[CH3:15])[CH:7]=1. Given the reactants [NH2:1][C:2]1[CH:7]=[C:6]([Br:8])[CH:5]=[CH:4][N:3]=1.C([O:11][C:12](=O)[CH2:13][C:14](=[O:16])[CH3:15])C, predict the reaction product.